Dataset: hERG Central: cardiac toxicity at 1µM, 10µM, and general inhibition. Task: Predict hERG channel inhibition at various concentrations. (1) The molecule is O=C(COc1ccc(Br)cc1)N(Cc1ccco1)C1CCS(=O)(=O)C1. Results: hERG_inhib (hERG inhibition (general)): blocker. (2) The drug is COc1ccc(S(=O)(=O)NCC2CCCN(Cc3ccc(F)cc3)C2)cc1. Results: hERG_inhib (hERG inhibition (general)): blocker. (3) Results: hERG_inhib (hERG inhibition (general)): blocker. The drug is O=C(CN1CCN(c2ccc(F)cc2)CC1)NCc1ccc(Cl)cc1. (4) The compound is Fc1cccc(CSc2ccc3nnc(-c4ccccn4)n3n2)c1. Results: hERG_inhib (hERG inhibition (general)): blocker. (5) The compound is CCOCCCN(C)C1CCN(C(=O)c2oc3ccccc3c2NC(=O)COc2cccc(C)c2)CC1. Results: hERG_inhib (hERG inhibition (general)): blocker.